Dataset: Reaction yield outcomes from USPTO patents with 853,638 reactions. Task: Predict the reaction yield, written as a fraction of the theoretical maximum amount of product (1.0 means a 100% yield; for example, 0.34 means a 34% yield). (1) The reactants are [Br:1][C:2]1[CH:7]=[CH:6][C:5]([CH:8]([CH2:11][CH2:12][CH2:13][Cl:14])[C:9]#N)=[CH:4][CH:3]=1.[OH:15]S(O)(=O)=O.[OH2:20]. No catalyst specified. The product is [Br:1][C:2]1[CH:7]=[CH:6][C:5]([CH:8]([CH2:11][CH2:12][CH2:13][Cl:14])[C:9]([OH:15])=[O:20])=[CH:4][CH:3]=1. The yield is 0.900. (2) The reactants are C[O:2][C:3]([C:5]1[CH:14]=[C:13]([O:15][CH2:16][C:17](=[O:27])[NH:18][C:19]2[CH:24]=[CH:23][CH:22]=[C:21]([O:25][CH3:26])[CH:20]=2)[C:12]2[C:7](=[CH:8][C:9]([Cl:29])=[CH:10][C:11]=2[Cl:28])[CH:6]=1)=[O:4].[Li+].[OH-]. No catalyst specified. The product is [Cl:28][C:11]1[CH:10]=[C:9]([Cl:29])[CH:8]=[C:7]2[C:12]=1[C:13]([O:15][CH2:16][C:17](=[O:27])[NH:18][C:19]1[CH:24]=[CH:23][CH:22]=[C:21]([O:25][CH3:26])[CH:20]=1)=[CH:14][C:5]([C:3]([OH:4])=[O:2])=[CH:6]2. The yield is 0.740. (3) The yield is 0.620. The reactants are [F:1][C:2]1[CH:7]=[C:6]([I:8])[CH:5]=[CH:4][C:3]=1[NH:9][C:10](=O)[CH3:11].[N-:13]=[N+:14]=[N-:15].[Na+].FC(F)(F)S(OS(C(F)(F)F)(=O)=O)(=O)=O. The product is [F:1][C:2]1[CH:7]=[C:6]([I:8])[CH:5]=[CH:4][C:3]=1[N:9]1[C:10]([CH3:11])=[N:15][N:14]=[N:13]1. The catalyst is C(#N)C. (4) The reactants are C(O)CCCCCC(O)CCCC#C.[C:15]([O:18][CH:19]([CH2:28][CH2:29][CH2:30][CH2:31][CH2:32][CH2:33][CH2:34][CH2:35][O:36][Si](C(C)(C)C)(C)C)[CH2:20][CH2:21][C:22]#[C:23][Si](C)(C)C)(=[O:17])[CH3:16].[N+](CCCC)(CCCC)(CCCC)CCCC.[F-]. No catalyst specified. The product is [C:15]([O:18][CH:19]([CH2:28][CH2:29][CH2:30][CH2:31][CH2:32][CH2:33][CH2:34][CH2:35][OH:36])[CH2:20][CH2:21][C:22]#[CH:23])(=[O:17])[CH3:16]. The yield is 0.980. (5) The reactants are [F:1][C:2]1[CH:7]=[CH:6][C:5]([S:8]([NH:11][C:12]2[CH:17]=[CH:16][CH:15]=[CH:14][C:13]=2[CH:18]2[C:27]([CH3:29])([CH3:28])[CH2:26][C:25]3[C:20](=[CH:21][CH:22]=[C:23]([C:30]([O:32]C)=[O:31])[CH:24]=3)[NH:19]2)(=[O:10])=[O:9])=[CH:4][CH:3]=1.[OH-].[Na+]. The product is [F:1][C:2]1[CH:7]=[CH:6][C:5]([S:8]([NH:11][C:12]2[CH:17]=[CH:16][CH:15]=[CH:14][C:13]=2[CH:18]2[C:27]([CH3:28])([CH3:29])[CH2:26][C:25]3[C:20](=[CH:21][CH:22]=[C:23]([C:30]([OH:32])=[O:31])[CH:24]=3)[NH:19]2)(=[O:10])=[O:9])=[CH:4][CH:3]=1. The yield is 0.760. The catalyst is O1CCCC1. (6) The reactants are [CH:1]1([C:4]2[CH:8]=[C:7]([NH:9][C:10](=[O:18])OC3C=CC=CC=3)[N:6]([C:19]3[CH:24]=[CH:23][CH:22]=[CH:21][CH:20]=3)[N:5]=2)[CH2:3][CH2:2]1.[CH3:25][O:26][C:27]1[CH:28]=[C:29]2[C:34](=[CH:35][C:36]=1[O:37][CH3:38])[N:33]=[CH:32][N:31]=[C:30]2[O:39][C:40]1[CH:41]=[C:42]([CH:44]=[CH:45][CH:46]=1)[NH2:43].O. The product is [CH:1]1([C:4]2[CH:8]=[C:7]([NH:9][C:10]([NH:43][C:42]3[CH:44]=[CH:45][CH:46]=[C:40]([O:39][C:30]4[C:29]5[C:34](=[CH:35][C:36]([O:37][CH3:38])=[C:27]([O:26][CH3:25])[CH:28]=5)[N:33]=[CH:32][N:31]=4)[CH:41]=3)=[O:18])[N:6]([C:19]3[CH:20]=[CH:21][CH:22]=[CH:23][CH:24]=3)[N:5]=2)[CH2:2][CH2:3]1. The catalyst is CS(C)=O. The yield is 0.330. (7) The reactants are C(O[BH-](OC(=O)C)OC(=O)C)(=O)C.C[N+](C)(C)C.[CH3:19][C@@H:20]([C:36](=[O:43])[C@@H:37]([CH3:42])[C@H:38]([OH:41])[CH2:39][CH3:40])[C:21]([N:23]1[C@@H:27]([CH2:28][C:29]2[CH:34]=[CH:33][CH:32]=[CH:31][CH:30]=2)[CH2:26][O:25][C:24]1=[O:35])=[O:22].C(C(C(C([O-])=O)O)O)([O-])=O.[Na+].[Na+]. The catalyst is C(O)(=O)C.C(#N)C. The product is [CH3:19][C@@H:20]([C@@H:36]([OH:43])[C@@H:37]([CH3:42])[C@H:38]([OH:41])[CH2:39][CH3:40])[C:21]([N:23]1[C@@H:27]([CH2:28][C:29]2[CH:30]=[CH:31][CH:32]=[CH:33][CH:34]=2)[CH2:26][O:25][C:24]1=[O:35])=[O:22]. The yield is 0.840. (8) The reactants are [NH2:1][C:2]1[CH:3]=[C:4]([CH:16]=[CH:17][CH:18]=1)[O:5][C:6]1[CH:11]=[CH:10][N:9]=[C:8]2[NH:12][C:13](=[O:15])[NH:14][C:7]=12.[F:19][C:20]([F:31])([F:30])[C:21]1[CH:22]=[C:23]([CH:27]=[CH:28][CH:29]=1)[C:24](Cl)=[S:25]. No catalyst specified. The product is [O:15]=[C:13]1[NH:12][C:8]2=[N:9][CH:10]=[CH:11][C:6]([O:5][C:4]3[CH:3]=[C:2]([NH:1][C:24](=[S:25])[C:23]4[CH:27]=[CH:28][CH:29]=[C:21]([C:20]([F:19])([F:30])[F:31])[CH:22]=4)[CH:18]=[CH:17][CH:16]=3)=[C:7]2[NH:14]1. The yield is 0.170.